Dataset: Catalyst prediction with 721,799 reactions and 888 catalyst types from USPTO. Task: Predict which catalyst facilitates the given reaction. (1) Reactant: [C:1]([C:3]1[CH:8]([C:9]2[CH:10]=[C:11]3[C:15](=[CH:16][CH:17]=2)[N:14](C(OC(C)(C)C)=O)[N:13]=[C:12]3[NH:25][S:26]([CH2:29][C:30]2[CH:35]=[CH:34][C:33]([F:36])=[CH:32][CH:31]=2)(=[O:28])=[O:27])[C:7]([C:37]#[N:38])=[C:6]([CH3:39])[NH:5][C:4]=1[CH3:40])#[N:2].FC(F)(F)C(O)=O. Product: [C:37]([C:7]1[CH:8]([C:9]2[CH:10]=[C:11]3[C:15](=[CH:16][CH:17]=2)[NH:14][N:13]=[C:12]3[NH:25][S:26]([CH2:29][C:30]2[CH:31]=[CH:32][C:33]([F:36])=[CH:34][CH:35]=2)(=[O:27])=[O:28])[C:3]([C:1]#[N:2])=[C:4]([CH3:40])[NH:5][C:6]=1[CH3:39])#[N:38]. The catalyst class is: 4. (2) Reactant: Cl.[F:2][C:3]1[CH:8]=[CH:7][C:6]([C:9]2[O:13][N:12]=[C:11]([C@@H:14]3[CH2:19][CH2:18][CH2:17][NH:16][CH2:15]3)[N:10]=2)=[CH:5][CH:4]=1.C(N(CC)CC)C.[F:27][C:28]1[CH:36]=[CH:35][C:31]([C:32](Cl)=[O:33])=[CH:30][CH:29]=1.O. Product: [F:27][C:28]1[CH:36]=[CH:35][C:31]([C:32]([N:16]2[CH2:17][CH2:18][CH2:19][C@@H:14]([C:11]3[N:10]=[C:9]([C:6]4[CH:7]=[CH:8][C:3]([F:2])=[CH:4][CH:5]=4)[O:13][N:12]=3)[CH2:15]2)=[O:33])=[CH:30][CH:29]=1. The catalyst class is: 4. (3) Reactant: Br[C:2]1[CH:7]=[CH:6][C:5]([Br:8])=[CH:4][CH:3]=1.C([Li])CCC.[CH3:14][O:15][C:16]1[C:17]([S:28](F)(=[O:30])=[O:29])=[CH:18][C:19]2[CH2:25][CH2:24][N:23]([CH3:26])[CH2:22][CH2:21][C:20]=2[CH:27]=1. Product: [Br:8][C:5]1[CH:6]=[CH:7][C:2]([S:28]([C:17]2[C:16]([O:15][CH3:14])=[CH:27][C:20]3[CH2:21][CH2:22][N:23]([CH3:26])[CH2:24][CH2:25][C:19]=3[CH:18]=2)(=[O:29])=[O:30])=[CH:3][CH:4]=1. The catalyst class is: 7. (4) Product: [F:1][C:2]1[C:10]2[C:9]([CH3:12])([CH3:11])[O:8][B:7]([OH:13])[C:6]=2[CH:5]=[CH:4][C:3]=1[CH:14]=[N:16][OH:17]. The catalyst class is: 20. Reactant: [F:1][C:2]1[C:10]2[C:9]([CH3:12])([CH3:11])[O:8][B:7]([OH:13])[C:6]=2[CH:5]=[CH:4][C:3]=1[CH:14]=O.[NH2:16][OH:17].Cl.CC([O-])=O.[Na+]. (5) Reactant: [NH:1]1[CH2:5][CH2:4][CH2:3][CH2:2]1.[N+:6]([C:9]1[CH:10]=[CH:11][C:12]2[CH2:18][CH2:17][C:16](=O)[CH2:15][CH2:14][C:13]=2[CH:20]=1)([O-:8])=[O:7].[BH-](OC(C)=O)(OC(C)=O)OC(C)=O.[Na+].CC(O)=O. The catalyst class is: 26. Product: [N+:6]([C:9]1[CH:10]=[CH:11][C:12]2[CH2:18][CH2:17][CH:16]([N:1]3[CH2:5][CH2:4][CH2:3][CH2:2]3)[CH2:15][CH2:14][C:13]=2[CH:20]=1)([O-:8])=[O:7].